From a dataset of Reaction yield outcomes from USPTO patents with 853,638 reactions. Predict the reaction yield, written as a fraction of the theoretical maximum amount of product (1.0 means a 100% yield; for example, 0.34 means a 34% yield). (1) The yield is 0.980. The product is [Cl:14][C:8]1[CH:7]=[C:6]([C:4](=[O:5])[C:3]([OH:15])=[O:2])[CH:11]=[CH:10][C:9]=1[S:12][CH3:13]. The reactants are C[O:2][C:3](=[O:15])[C:4]([C:6]1[CH:11]=[CH:10][C:9]([S:12][CH3:13])=[C:8]([Cl:14])[CH:7]=1)=[O:5].[OH-].[Na+].Cl. The catalyst is C1(C)C=CC=CC=1. (2) The reactants are CC(P(C(C)(C)C)C1[C:11]([C:12]2[CH:17]=[CH:16][CH:15]=[CH:14][CH:13]=2)=[CH:10][CH:9]=[CH:8][CH:7]=1)(C)C.C(N(CC)CC)C.[C:29]1([C:35]#[C:36][P:37](=[O:42])([OH:41])[O:38][CH2:39][CH3:40])[CH:34]=[CH:33][CH:32]=[CH:31][CH:30]=1.C(C1C=CC=CC=1)CCC#C. The catalyst is [Au].ClC(Cl)C. The product is [C:29]1([C:35]#[C:36][P:37](=[O:41])([O:42][C:8]([CH2:9][CH2:10][CH2:11][C:12]2[CH:13]=[CH:14][CH:15]=[CH:16][CH:17]=2)=[CH2:7])[O:38][CH2:39][CH3:40])[CH:30]=[CH:31][CH:32]=[CH:33][CH:34]=1. The yield is 0.740. (3) The reactants are [CH3:1][C:2]1([CH3:9])[C:6]([CH3:8])([CH3:7])[O:5][BH:4][O:3]1.Br[C:11]1[C:19]2[S:18][CH:17]=[CH:16][C:15]=2[C:14]([F:20])=[CH:13][CH:12]=1.C(N(CC)CC)C. The catalyst is O1CCOCC1.Cl[Pd](Cl)([P](C1C=CC=CC=1)(C1C=CC=CC=1)C1C=CC=CC=1)[P](C1C=CC=CC=1)(C1C=CC=CC=1)C1C=CC=CC=1. The product is [F:20][C:14]1[C:15]2[CH:16]=[CH:17][S:18][C:19]=2[C:11]([B:4]2[O:5][C:6]([CH3:8])([CH3:7])[C:2]([CH3:9])([CH3:1])[O:3]2)=[CH:12][CH:13]=1. The yield is 0.530.